From a dataset of Forward reaction prediction with 1.9M reactions from USPTO patents (1976-2016). Predict the product of the given reaction. (1) The product is: [FH:1].[F:1][C:2]([F:7])([F:6])[CH:3]([F:5])[CH2:4][F:8]. Given the reactants [F:1][C:2]([F:7])([F:6])[C:3]([F:5])=[CH2:4].[F:8]C(F)(F)C(F)C, predict the reaction product. (2) The product is: [C:1]([N:5]1[C:9]([CH:10]([CH3:12])[CH3:11])=[CH:8][C:7]([C:13]([C:15]2[CH:16]=[CH:17][C:35]([C:34]([OH:37])=[O:36])=[CH:19][CH:20]=2)=[CH2:14])=[N:6]1)([CH3:2])([CH3:3])[CH3:4]. Given the reactants [C:1]([N:5]1[C:9]([CH:10]([CH3:12])[CH3:11])=[CH:8][C:7]([C:13]([C:15]2[CH:20]=[CH:19]C(C3OCC(C)(C)N=3)=[CH:17][CH:16]=2)=[CH2:14])=[N:6]1)([CH3:4])([CH3:3])[CH3:2].[OH-].[Na+].Cl.ClCCl.[C:34]([O:37]CC)(=[O:36])[CH3:35], predict the reaction product. (3) Given the reactants Cl[C:2]1[N:7]=[C:6]([C:8]2[CH:13]=[CH:12][CH:11]=[CH:10][CH:9]=2)[N:5]=[C:4]([NH:14][C:15]2[CH:20]=[CH:19][CH:18]=[CH:17][CH:16]=2)[N:3]=1.[NH2:21][CH2:22][C:23]([CH3:26])([OH:25])[CH3:24], predict the reaction product. The product is: [CH3:24][C:23]([OH:25])([CH3:26])[CH2:22][NH:21][C:2]1[N:7]=[C:6]([C:8]2[CH:13]=[CH:12][CH:11]=[CH:10][CH:9]=2)[N:5]=[C:4]([NH:14][C:15]2[CH:20]=[CH:19][CH:18]=[CH:17][CH:16]=2)[N:3]=1. (4) Given the reactants [F:1][C:2]1[CH:11]=[C:10]2[C:5]([C:6](=O)[NH:7][C:8]([N:12]3[CH:16]=[C:15]([C:17]([O:19]CC)=[O:18])[CH:14]=[N:13]3)=[N:9]2)=[CH:4][C:3]=1[N:23]1[CH2:28][CH2:27][CH2:26][CH2:25][CH2:24]1.[CH3:29][NH:30][CH2:31][CH3:32], predict the reaction product. The product is: [CH2:31]([N:30]([CH3:29])[C:6]1[C:5]2[C:10](=[CH:11][C:2]([F:1])=[C:3]([N:23]3[CH2:28][CH2:27][CH2:26][CH2:25][CH2:24]3)[CH:4]=2)[N:9]=[C:8]([N:12]2[CH:16]=[C:15]([C:17]([OH:19])=[O:18])[CH:14]=[N:13]2)[N:7]=1)[CH3:32]. (5) Given the reactants Br[C:2]1[C:3]([N:20]([CH3:25])[S:21]([CH3:24])(=[O:23])=[O:22])=[CH:4][C:5]2[O:9][C:8]([N:10]3[CH:14]=[CH:13][N:12]=[CH:11]3)=[C:7]([C:15]([NH:17][CH3:18])=[O:16])[C:6]=2[CH:19]=1.[CH3:26][C:27]1([CH3:43])[C:31]([CH3:33])([CH3:32])[O:30][B:29]([B:29]2[O:30][C:31]([CH3:33])([CH3:32])[C:27]([CH3:43])([CH3:26])[O:28]2)[O:28]1.CC([O-])=O.[K+], predict the reaction product. The product is: [N:10]1([C:8]2[O:9][C:5]3[CH:4]=[C:3]([N:20]([CH3:25])[S:21]([CH3:24])(=[O:23])=[O:22])[C:2]([B:29]4[O:30][C:31]([CH3:33])([CH3:32])[C:27]([CH3:43])([CH3:26])[O:28]4)=[CH:19][C:6]=3[C:7]=2[C:15]([NH:17][CH3:18])=[O:16])[CH:14]=[CH:13][N:12]=[CH:11]1. (6) Given the reactants [CH2:1]([N:5]([CH2:51][CH2:52][CH2:53][CH3:54])[C:6]([C:8]1[C:12]([Cl:13])=[C:11]([CH2:14][CH2:15][OH:16])[N:10]([C:17]2[CH:22]=[CH:21][C:20]([C:23](=[O:38])[NH:24][S:25]([C:28]3[CH:37]=[CH:36][C:35]4[C:30](=[CH:31][CH:32]=[CH:33][CH:34]=4)[CH:29]=3)(=[O:27])=[O:26])=[CH:19][C:18]=2[C:39]([N:41]2[CH2:50][CH2:49][C:48]3[C:43](=[CH:44][CH:45]=[CH:46][CH:47]=3)[CH2:42]2)=[O:40])[N:9]=1)=[O:7])[CH2:2][CH2:3][CH3:4].ClC(Cl)(Cl)[C:57]([N:59]=C=O)=[O:58].C([O-])([O-])=O.[K+].[K+].O, predict the reaction product. The product is: [C:57](=[O:58])([O:16][CH2:15][CH2:14][C:11]1[N:10]([C:17]2[CH:22]=[CH:21][C:20]([C:23](=[O:38])[NH:24][S:25]([C:28]3[CH:37]=[CH:36][C:35]4[C:30](=[CH:31][CH:32]=[CH:33][CH:34]=4)[CH:29]=3)(=[O:27])=[O:26])=[CH:19][C:18]=2[C:39]([N:41]2[CH2:50][CH2:49][C:48]3[C:43](=[CH:44][CH:45]=[CH:46][CH:47]=3)[CH2:42]2)=[O:40])[N:9]=[C:8]([C:6](=[O:7])[N:5]([CH2:1][CH2:2][CH2:3][CH3:4])[CH2:51][CH2:52][CH2:53][CH3:54])[C:12]=1[Cl:13])[NH2:59].